From a dataset of Reaction yield outcomes from USPTO patents with 853,638 reactions. Predict the reaction yield, written as a fraction of the theoretical maximum amount of product (1.0 means a 100% yield; for example, 0.34 means a 34% yield). (1) The reactants are [C:1]([C:5]1[CH:14]=[CH:13][C:12]2[C:7](=[CH:8][CH:9]=[C:10]([C:15]([O:17]C)=[O:16])[CH:11]=2)[N:6]=1)([CH3:4])([CH3:3])[CH3:2].[OH-].[Na+]. The catalyst is CO.C1COCC1. The product is [C:1]([C:5]1[CH:14]=[CH:13][C:12]2[C:7](=[CH:8][CH:9]=[C:10]([C:15]([OH:17])=[O:16])[CH:11]=2)[N:6]=1)([CH3:4])([CH3:2])[CH3:3]. The yield is 0.860. (2) The product is [ClH:32].[C:26]1([S:23]([C:22]2[C:18]3[CH:17]=[CH:16][CH:15]=[C:14]([N:11]4[CH2:12][CH2:13][NH:8][CH2:9][CH2:10]4)[C:19]=3[S:20][CH:21]=2)(=[O:25])=[O:24])[CH:27]=[CH:28][CH:29]=[CH:30][CH:31]=1. The catalyst is O1CCOCC1. The reactants are C(OC([N:8]1[CH2:13][CH2:12][N:11]([C:14]2[C:19]3[S:20][CH:21]=[C:22]([S:23]([C:26]4[CH:31]=[CH:30][CH:29]=[CH:28][CH:27]=4)(=[O:25])=[O:24])[C:18]=3[CH:17]=[CH:16][CH:15]=2)[CH2:10][CH2:9]1)=O)(C)(C)C.[ClH:32]. The yield is 0.490.